This data is from Peptide-MHC class I binding affinity with 185,985 pairs from IEDB/IMGT. The task is: Regression. Given a peptide amino acid sequence and an MHC pseudo amino acid sequence, predict their binding affinity value. This is MHC class I binding data. (1) The peptide sequence is SESTHYFTV. The MHC is HLA-B40:01 with pseudo-sequence HLA-B40:01. The binding affinity (normalized) is 0.834. (2) The peptide sequence is SPARLASAI. The MHC is HLA-B51:01 with pseudo-sequence HLA-B51:01. The binding affinity (normalized) is 0.420. (3) The peptide sequence is AGGLLLAAY. The MHC is HLA-A30:02 with pseudo-sequence HLA-A30:02. The binding affinity (normalized) is 0.622. (4) The peptide sequence is YTLFQQTGR. The MHC is HLA-A11:01 with pseudo-sequence HLA-A11:01. The binding affinity (normalized) is 0.417. (5) The peptide sequence is LETLILLRAFT. The MHC is HLA-B40:02 with pseudo-sequence HLA-B40:02. The binding affinity (normalized) is 0.371. (6) The peptide sequence is LSHCWPWFK. The MHC is HLA-A80:01 with pseudo-sequence HLA-A80:01. The binding affinity (normalized) is 0.0847.